Dataset: TCR-epitope binding with 47,182 pairs between 192 epitopes and 23,139 TCRs. Task: Binary Classification. Given a T-cell receptor sequence (or CDR3 region) and an epitope sequence, predict whether binding occurs between them. (1) The epitope is TLVPQEHYV. The TCR CDR3 sequence is CASSTPGEQFF. Result: 1 (the TCR binds to the epitope). (2) The epitope is RQLLFVVEV. The TCR CDR3 sequence is CASSLGGTETQYF. Result: 0 (the TCR does not bind to the epitope). (3) The TCR CDR3 sequence is CASSFYGREAFF. Result: 1 (the TCR binds to the epitope). The epitope is LLWNGPMAV. (4) The epitope is SFHSLHLLF. The TCR CDR3 sequence is CASSLSMVILESGALGAFF. Result: 0 (the TCR does not bind to the epitope).